Dataset: Catalyst prediction with 721,799 reactions and 888 catalyst types from USPTO. Task: Predict which catalyst facilitates the given reaction. Reactant: [CH3:1][O:2][C:3]1[C:8]([N+:9]([O-])=O)=[C:7]([O:12][CH3:13])[N:6]=[C:5]([NH:14][CH2:15][CH2:16][C:17]([O:19][CH2:20][CH3:21])=[O:18])[N:4]=1.C([O-])=O.[NH4+]. Product: [NH2:9][C:8]1[C:7]([O:12][CH3:13])=[N:6][C:5]([NH:14][CH2:15][CH2:16][C:17]([O:19][CH2:20][CH3:21])=[O:18])=[N:4][C:3]=1[O:2][CH3:1]. The catalyst class is: 421.